The task is: Predict the reaction yield, written as a fraction of the theoretical maximum amount of product (1.0 means a 100% yield; for example, 0.34 means a 34% yield).. This data is from Reaction yield outcomes from USPTO patents with 853,638 reactions. (1) The yield is 0.840. The product is [CH2:1]([O:8][C:9]1[C:10](=[O:16])[CH:11]=[C:12]([CH3:15])[N:20]([CH2:19][C:18]([F:22])([F:21])[F:17])[CH:14]=1)[C:2]1[CH:3]=[CH:4][CH:5]=[CH:6][CH:7]=1. The reactants are [CH2:1]([O:8][C:9]1[C:10](=[O:16])[CH:11]=[C:12]([CH3:15])O[CH:14]=1)[C:2]1[CH:7]=[CH:6][CH:5]=[CH:4][CH:3]=1.[F:17][C:18]([F:22])([F:21])[CH2:19][NH2:20]. The catalyst is Cl.C(O)C. (2) The reactants are [C:1]([O:5][C:6](=[O:20])[C:7]1[CH:12]=[CH:11][CH:10]=[C:9]([C:13]2[C:18]([CH3:19])=[CH:17][CH:16]=[CH:15][N:14]=2)[CH:8]=1)([CH3:4])([CH3:3])[CH3:2].NC(N)=[O:23].OO.C1(=O)OC(=O)C2=CC=CC=C12.[O-]S([O-])=O.[Na+].[Na+].C([O-])([O-])=O.[Na+].[Na+]. The catalyst is CCOC(C)=O.O. The product is [C:1]([O:5][C:6]([C:7]1[CH:8]=[C:9]([C:13]2[C:18]([CH3:19])=[CH:17][CH:16]=[CH:15][N+:14]=2[O-:23])[CH:10]=[CH:11][CH:12]=1)=[O:20])([CH3:4])([CH3:3])[CH3:2]. The yield is 0.950. (3) The reactants are C1(C)C=CC(S([CH2:10][N+:11]#[C-])(=O)=[O:8])=CC=1.CC(C)([O-])C.[K+].C(O[CH2:24][CH:25]=[C:26]1[C:34]2[C:29](=[CH:30][CH:31]=[CH:32][CH:33]=2)[NH:28][C:27]1=[O:35])(=O)C. The catalyst is O1CCCC1. The product is [O:35]=[C:27]1[C:26]2[NH:11][CH:10]=[CH:24][C:25]=2[C:34]2[CH:33]=[CH:32][CH:31]=[CH:30][C:29]=2[NH:28]1.[CH2:26]([C:27]([O-:35])=[O:8])[CH3:34]. The yield is 0.370. (4) The reactants are CN(CC1N(C[C@@H]2CCCNC2)C2C=CC=CC=2N=1)[C@@H]1C2N=CC=CC=2CCC1.[CH3:30][N:31]([CH2:42][C:43]1[N:47]([CH2:48][C@@H:49]2[CH2:54][CH2:53][CH2:52][N:51]([CH2:55][CH2:56][CH:57]([CH3:59])[CH3:58])[CH2:50]2)[C:46]2[CH:60]=[CH:61][CH:62]=[CH:63][C:45]=2[N:44]=1)[C@H:32]1[C:41]2[N:40]=[CH:39][CH:38]=[CH:37][C:36]=2[CH2:35][CH2:34][CH2:33]1. No catalyst specified. The product is [CH3:30][N:31]([CH2:42][C:43]1[N:47]([CH2:48][C@@H:49]2[CH2:54][CH2:53][CH2:52][N:51]([CH2:55][CH2:56][CH:57]([CH3:59])[CH3:58])[CH2:50]2)[C:46]2[CH:60]=[CH:61][CH:62]=[CH:63][C:45]=2[N:44]=1)[C@@H:32]1[C:41]2[N:40]=[CH:39][CH:38]=[CH:37][C:36]=2[CH2:35][CH2:34][CH2:33]1. The yield is 0.700. (5) The reactants are C([O:5][C:6](=[O:16])[C:7]1[CH:12]=[CH:11][CH:10]=[C:9]([C:13](=[NH:15])[NH2:14])[CH:8]=1)(C)(C)C.CN([CH:20]=[CH:21][C:22]([C:24]1[CH:29]=[CH:28][C:27]([F:30])=[CH:26][CH:25]=1)=O)C.[H-].[Na+]. The catalyst is C(O)C. The product is [F:30][C:27]1[CH:28]=[CH:29][C:24]([C:22]2[CH:21]=[CH:20][N:14]=[C:13]([C:9]3[CH:8]=[C:7]([CH:12]=[CH:11][CH:10]=3)[C:6]([OH:5])=[O:16])[N:15]=2)=[CH:25][CH:26]=1. The yield is 0.413. (6) The reactants are [CH3:1][O:2][C:3]1[CH:20]=[CH:19][C:6](/[CH:7]=[N:8]/[C:9]2[CH:10]=[C:11]([CH:16]=[CH:17][CH:18]=2)[C:12]([O:14][CH3:15])=[O:13])=[CH:5][CH:4]=1.[C:21]1([CH2:27][CH:28]=O)[CH:26]=[CH:25][CH:24]=[CH:23][CH:22]=1.Cl. The catalyst is O1CCCC1.CS(C)=O. The product is [CH3:1][O:2][C:3]1[CH:20]=[CH:19][C:6]([C:7]2[C:27]([C:21]3[CH:26]=[CH:25][CH:24]=[CH:23][CH:22]=3)=[CH:28][C:18]3[C:9](=[CH:10][C:11]([C:12]([O:14][CH3:15])=[O:13])=[CH:16][CH:17]=3)[N:8]=2)=[CH:5][CH:4]=1. The yield is 0.0500. (7) The reactants are [CH3:1][O:2][C:3]1[CH:4]=[C:5]([CH:20]=[CH:21][C:22]=1[O:23][CH3:24])[C:6]([N:8]1[C:17]2[C:12](=[CH:13][CH:14]=[CH:15][CH:16]=2)[C@H:11](O)[CH2:10][C@@H:9]1[CH3:19])=[O:7].[NH:25]1[C:34]2[C:29](=[CH:30][C:31]([O:35][CH2:36][CH2:37][CH2:38][CH2:39][C:40]([O:42][CH2:43][CH3:44])=[O:41])=[CH:32][CH:33]=2)[CH2:28][CH2:27][CH2:26]1. No catalyst specified. The product is [CH3:1][O:2][C:3]1[CH:4]=[C:5]([CH:20]=[CH:21][C:22]=1[O:23][CH3:24])[C:6]([N:8]1[C:17]2[C:12](=[CH:13][CH:14]=[CH:15][CH:16]=2)[CH:11]([N:25]2[C:34]3[C:29](=[CH:30][C:31]([O:35][CH2:36][CH2:37][CH2:38][CH2:39][C:40]([O:42][CH2:43][CH3:44])=[O:41])=[CH:32][CH:33]=3)[CH2:28][CH2:27][CH2:26]2)[CH2:10][CH:9]1[CH3:19])=[O:7]. The yield is 0.420. (8) The reactants are Cl.[NH2:2][C@@H:3]([CH:8]([CH3:10])[CH3:9])[C:4]([O:6][CH3:7])=[O:5].C(N(C(C)C)C(C)C)C.[C:20]([C:23]1[N:28]=[C:27]([C:29]2[CH:34]=[CH:33][C:32]([C:35]3[CH:40]=[CH:39][C:38]([CH2:41][C:42](O)=[O:43])=[CH:37][C:36]=3[Cl:45])=[CH:31][CH:30]=2)[C:26]([CH3:46])=[N:25][C:24]=1[CH3:47])(=[O:22])[NH2:21].Cl.CN(C)CCCN=C=NCC.N1(O)C2C=CC=CC=2N=N1. The catalyst is CN(C=O)C. The product is [C:20]([C:23]1[N:28]=[C:27]([C:29]2[CH:34]=[CH:33][C:32]([C:35]3[CH:40]=[CH:39][C:38]([CH2:41][C:42]([NH:2][C@@H:3]([CH:8]([CH3:10])[CH3:9])[C:4]([O:6][CH3:7])=[O:5])=[O:43])=[CH:37][C:36]=3[Cl:45])=[CH:31][CH:30]=2)[C:26]([CH3:46])=[N:25][C:24]=1[CH3:47])(=[O:22])[NH2:21]. The yield is 1.24. (9) The reactants are [O:1]=[C:2]([CH2:10][CH2:11][CH3:12])[C:3]([O:5][CH2:6][CH2:7][CH2:8][CH3:9])=[O:4].[Br:13]Br. The catalyst is C(Cl)(Cl)Cl. The product is [Br:13][CH:10]([CH2:11][CH3:12])[C:2](=[O:1])[C:3]([O:5][CH2:6][CH2:7][CH2:8][CH3:9])=[O:4]. The yield is 0.990. (10) The reactants are Br[C:2]1[CH:3]=[CH:4][C:5]([F:10])=[C:6]([CH:9]=1)[C:7]#[N:8].[C:11](=[NH:24])([C:18]1[CH:23]=[CH:22][CH:21]=[CH:20][CH:19]=1)[C:12]1[CH:17]=[CH:16][CH:15]=[CH:14][CH:13]=1.C([O-])([O-])=O.[Cs+].[Cs+]. The catalyst is O1CCOCC1.C1C=CC(/C=C/C(/C=C/C2C=CC=CC=2)=O)=CC=1.C1C=CC(/C=C/C(/C=C/C2C=CC=CC=2)=O)=CC=1.C1C=CC(/C=C/C(/C=C/C2C=CC=CC=2)=O)=CC=1.[Pd].[Pd].C1(P(C2C=CC=CC=2)C2C=CC3C(=CC=CC=3)C=2C2C3C(=CC=CC=3)C=CC=2P(C2C=CC=CC=2)C2C=CC=CC=2)C=CC=CC=1. The product is [C:11](=[N:24][C:2]1[CH:3]=[CH:4][C:5]([F:10])=[C:6]([CH:9]=1)[C:7]#[N:8])([C:18]1[CH:19]=[CH:20][CH:21]=[CH:22][CH:23]=1)[C:12]1[CH:17]=[CH:16][CH:15]=[CH:14][CH:13]=1. The yield is 0.990.